Task: Predict the reaction yield, written as a fraction of the theoretical maximum amount of product (1.0 means a 100% yield; for example, 0.34 means a 34% yield).. Dataset: Reaction yield outcomes from USPTO patents with 853,638 reactions (1) The reactants are C(OC(=O)[N:7]([CH2:12][C:13]1[CH:21]=[CH:20][C:16]2[O:17][CH2:18][O:19][C:15]=2[CH:14]=1)[CH2:8][CH2:9][NH:10][CH3:11])(C)(C)C.Cl[C:24]1[S:28][N:27]=[C:26]([N:29]2[CH:33]=[CH:32][N:31]=[CH:30]2)[N:25]=1.CS(C)=O. The catalyst is O. The product is [O:17]1[C:16]2[CH:20]=[CH:21][C:13]([CH2:12][NH:7][CH2:8][CH2:9][N:10]([C:24]3[S:28][N:27]=[C:26]([N:29]4[CH:33]=[CH:32][N:31]=[CH:30]4)[N:25]=3)[CH3:11])=[CH:14][C:15]=2[O:19][CH2:18]1. The yield is 0.0900. (2) The reactants are Br[C:2]1[CH:3]=[CH:4][C:5]([CH2:10][N:11]2[CH2:16][CH2:15][O:14][CH2:13][CH2:12]2)=[C:6]([CH:9]=1)[C:7]#[N:8].[CH3:17][C:18]1[CH:23]=[C:22]([CH3:24])[NH:21][C:20](=[O:25])[C:19]=1[CH2:26][NH:27][C:28](=[O:54])[C:29]1[CH:34]=[C:33](B2OC(C)(C)C(C)(C)O2)[CH:32]=[C:31]([N:44]([CH2:51][CH3:52])[CH:45]2[CH2:50][CH2:49][O:48][CH2:47][CH2:46]2)[C:30]=1[CH3:53].C([O-])([O-])=O.[Na+].[Na+]. The catalyst is O1CCOCC1.O.C1C=CC([P]([Pd]([P](C2C=CC=CC=2)(C2C=CC=CC=2)C2C=CC=CC=2)([P](C2C=CC=CC=2)(C2C=CC=CC=2)C2C=CC=CC=2)[P](C2C=CC=CC=2)(C2C=CC=CC=2)C2C=CC=CC=2)(C2C=CC=CC=2)C2C=CC=CC=2)=CC=1. The product is [C:7]([C:6]1[CH:9]=[C:2]([C:33]2[CH:32]=[C:31]([N:44]([CH2:51][CH3:52])[CH:45]3[CH2:50][CH2:49][O:48][CH2:47][CH2:46]3)[C:30]([CH3:53])=[C:29]([C:28]([NH:27][CH2:26][C:19]3[C:20](=[O:25])[NH:21][C:22]([CH3:24])=[CH:23][C:18]=3[CH3:17])=[O:54])[CH:34]=2)[CH:3]=[CH:4][C:5]=1[CH2:10][N:11]1[CH2:16][CH2:15][O:14][CH2:13][CH2:12]1)#[N:8]. The yield is 0.0600. (3) The reactants are C(OC(=O)[NH:7][CH:8]1[CH2:11][CH:10]([O:12][C:13]2[C:18]([CH:19]3[CH2:24][CH2:23][O:22][CH2:21][CH2:20]3)=[CH:17][N:16]=[CH:15][N:14]=2)[CH2:9]1)(C)(C)C. The catalyst is Cl.CO. The product is [O:22]1[CH2:21][CH2:20][CH:19]([C:18]2[C:13]([O:12][CH:10]3[CH2:11][CH:8]([NH2:7])[CH2:9]3)=[N:14][CH:15]=[N:16][CH:17]=2)[CH2:24][CH2:23]1. The yield is 0.930. (4) The reactants are [CH2:1]([C:3]1[NH:4][C:5]2[CH:11]=[CH:10][CH:9]=[CH:8][C:6]=2[N:7]=1)[CH3:2].C(=O)([O-])[O-].[K+].[K+].Cl[CH2:19][C:20]1[CH:38]=[CH:37][C:23]2/[C:24](=[C:33](/[CH3:36])\[C:34]#[N:35])/[C:25]3[CH:32]=[CH:31][CH:30]=[CH:29][C:26]=3[O:27][CH2:28][C:22]=2[CH:21]=1.C(OCC)(=O)C. The catalyst is CN(C=O)C. The product is [CH2:1]([C:3]1[N:4]([CH2:19][C:20]2[CH:38]=[CH:37][C:23]3/[C:24](=[C:33](/[CH3:36])\[C:34]#[N:35])/[C:25]4[CH:32]=[CH:31][CH:30]=[CH:29][C:26]=4[O:27][CH2:28][C:22]=3[CH:21]=2)[C:5]2[CH:11]=[CH:10][CH:9]=[CH:8][C:6]=2[N:7]=1)[CH3:2]. The yield is 0.700. (5) The reactants are [F:1][C:2]1[C:3]([NH:9][C:10]([NH:12][CH2:13][C:14]2[CH:19]=[CH:18][CH:17]=[CH:16][C:15]=2[O:20][CH3:21])=[O:11])=[N:4][C:5](=[O:8])[NH:6][CH:7]=1.[CH2:22]([N:24]=[C:25]=[O:26])[CH3:23]. The catalyst is C1COCC1. The product is [CH2:22]([NH:24][C:25]([N:6]1[CH:7]=[C:2]([F:1])[C:3]([NH:9][C:10]([NH:12][CH2:13][C:14]2[CH:19]=[CH:18][CH:17]=[CH:16][C:15]=2[O:20][CH3:21])=[O:11])=[N:4][C:5]1=[O:8])=[O:26])[CH3:23]. The yield is 0.480.